The task is: Regression. Given a peptide amino acid sequence and an MHC pseudo amino acid sequence, predict their binding affinity value. This is MHC class II binding data.. This data is from Peptide-MHC class II binding affinity with 134,281 pairs from IEDB. (1) The peptide sequence is HMARELHPEYYKDC. The MHC is DRB1_0101 with pseudo-sequence DRB1_0101. The binding affinity (normalized) is 0.137. (2) The MHC is HLA-DQA10401-DQB10402 with pseudo-sequence HLA-DQA10401-DQB10402. The binding affinity (normalized) is 0.0817. The peptide sequence is KGSNEKHLAVLVKYE. (3) The MHC is HLA-DQA10501-DQB10201 with pseudo-sequence HLA-DQA10501-DQB10201. The peptide sequence is DVLFRLENHAETLRA. The binding affinity (normalized) is 0.416.